From a dataset of Forward reaction prediction with 1.9M reactions from USPTO patents (1976-2016). Predict the product of the given reaction. (1) Given the reactants [H-].[Na+].[NH2:3][C:4]1[CH:5]=[C:6]([OH:10])[CH:7]=[CH:8][CH:9]=1.[CH2:11]([O:13][CH2:14]Cl)[CH3:12], predict the reaction product. The product is: [CH2:11]([O:13][CH2:14][O:10][C:6]1[CH:5]=[C:4]([NH2:3])[CH:9]=[CH:8][CH:7]=1)[CH3:12]. (2) Given the reactants [H-].[Na+].[CH2:3]([NH:10][C:11]1[N:16]=[CH:15][C:14]([Br:17])=[CH:13][N:12]=1)[C:4]1[CH:9]=[CH:8][CH:7]=[CH:6][CH:5]=1.[CH3:18][S:19](Cl)(=[O:21])=[O:20], predict the reaction product. The product is: [Br:17][C:14]1[CH:15]=[N:16][C:11]([N:10]([CH2:3][C:4]2[CH:5]=[CH:6][CH:7]=[CH:8][CH:9]=2)[S:19]([CH3:18])(=[O:21])=[O:20])=[N:12][CH:13]=1. (3) Given the reactants C[C:2]1[CH:16]=[CH:15]C=[CH:13][C:3]=1[CH:4]([OH:12])C1C=CC(Cl)=CC=1.C(N1C[CH:32]([O:34][CH:35]([C:44]2C=CC(Cl)=CC=2)C2C=CC(Cl)=CC=2Cl)[CH2:31]1)(C1C=CC=CC=1)C1C=CC=CC=1, predict the reaction product. The product is: [CH3:15][CH2:16][CH2:2][CH:3]([CH3:13])[CH3:4].[C:32]([O:34][CH2:35][CH3:44])(=[O:12])[CH3:31]. (4) Given the reactants C(=O)([O-])[O-].[Cs+].[Cs+].[Cl:7][C:8]1[CH:13]=[C:12]([F:14])[CH:11]=[C:10]([Cl:15])[C:9]=1[OH:16].Br[CH2:18][CH2:19][C:20]([F:23])([F:22])[F:21].CCOCC, predict the reaction product. The product is: [Cl:7][C:8]1[CH:13]=[C:12]([F:14])[CH:11]=[C:10]([Cl:15])[C:9]=1[O:16][CH2:18][CH2:19][C:20]([F:23])([F:22])[F:21]. (5) Given the reactants C(N(C(C)C)CC)(C)C.CCCP1(OP(CCC)(=O)OP(CCC)(=O)O1)=O.[Cl:28][C:29]1[CH:34]=[CH:33][C:32]([C:35]2[N:36]=[C:37]3[CH:42]=[CH:41][C:40]([C:43]([O-:45])=O)=[CH:39][N:38]3[C:46]=2[CH2:47][OH:48])=[CH:31][CH:30]=1.[Na+].[NH:50]1[CH:54]=[C:53]([CH2:55][CH2:56][NH2:57])[N:52]=[CH:51]1, predict the reaction product. The product is: [Cl:28][C:29]1[CH:34]=[CH:33][C:32]([C:35]2[N:36]=[C:37]3[CH:42]=[CH:41][C:40]([C:43]([NH:57][CH2:56][CH2:55][C:53]4[N:52]=[CH:51][NH:50][CH:54]=4)=[O:45])=[CH:39][N:38]3[C:46]=2[CH2:47][OH:48])=[CH:31][CH:30]=1. (6) Given the reactants [Cl:1][C:2]1[CH:44]=[CH:43][C:5]([CH2:6][N:7]([CH2:39][CH:40]([CH3:42])[CH3:41])[S:8]([C:11]2[CH:16]=[CH:15][C:14]([O:17][C@@H:18]3[CH2:23][CH2:22][N:21]([S:24]([CH3:27])(=[O:26])=[O:25])[CH2:20][C@H:19]3[O:28][Si](C(C)C)(C(C)C)C(C)C)=[CH:13][CH:12]=2)(=[O:10])=[O:9])=[CH:4][CH:3]=1.[F-].C([N+](CCCC)(CCCC)CCCC)CCC.O, predict the reaction product. The product is: [Cl:1][C:2]1[CH:3]=[CH:4][C:5]([CH2:6][N:7]([CH2:39][CH:40]([CH3:41])[CH3:42])[S:8]([C:11]2[CH:12]=[CH:13][C:14]([O:17][C@@H:18]3[CH2:23][CH2:22][N:21]([S:24]([CH3:27])(=[O:25])=[O:26])[CH2:20][C@H:19]3[OH:28])=[CH:15][CH:16]=2)(=[O:9])=[O:10])=[CH:43][CH:44]=1. (7) Given the reactants [Cl:1][C:2]1[N:7]=[CH:6][N:5]=[C:4]([NH:8][CH3:9])[CH:3]=1.[H-].[Na+].[Cl:12][C:13]1[C:18]([N:19]=[C:20]=[O:21])=[C:17]([Cl:22])[C:16]([O:23][CH3:24])=[CH:15][C:14]=1[O:25][CH3:26].[CH3:27][Si:28]([CH2:31][CH2:32][O:33][CH2:34]Cl)([CH3:30])[CH3:29].[NH4+].[Cl-], predict the reaction product. The product is: [Cl:1][C:2]1[N:7]=[CH:6][N:5]=[C:4]([N:8]([CH3:9])[C:20]([N:19]([C:18]2[C:13]([Cl:12])=[C:14]([O:25][CH3:26])[CH:15]=[C:16]([O:23][CH3:24])[C:17]=2[Cl:22])[CH2:34][O:33][CH2:32][CH2:31][Si:28]([CH3:30])([CH3:29])[CH3:27])=[O:21])[CH:3]=1. (8) Given the reactants [OH:1][C:2]1[CH:3]=[C:4]2[C:9](=[CH:10][CH:11]=1)[C:8](=[O:12])[CH2:7][CH2:6][CH2:5]2.C(=O)([O-])[O-].[Cs+].[Cs+].[Cl:19][CH2:20][CH2:21]OS(C1C=CC(C)=CC=1)(=O)=O.[OH-].[Na+], predict the reaction product. The product is: [Cl:19][CH2:20][CH2:21][O:1][C:2]1[CH:3]=[C:4]2[C:9](=[CH:10][CH:11]=1)[C:8](=[O:12])[CH2:7][CH2:6][CH2:5]2.